From a dataset of Rat liver microsome stability data. Regression/Classification. Given a drug SMILES string, predict its absorption, distribution, metabolism, or excretion properties. Task type varies by dataset: regression for continuous measurements (e.g., permeability, clearance, half-life) or binary classification for categorical outcomes (e.g., BBB penetration, CYP inhibition). Dataset: rlm. (1) The molecule is Fc1cccc(F)c1Nc1nc(-c2ccncc2)nc2ccccc12. The result is 1 (stable in rat liver microsomes). (2) The compound is CCOc1ccc(CCN(C)C(=O)c2cc3sccc3n2Cc2ccccc2)cc1OCC. The result is 1 (stable in rat liver microsomes). (3) The compound is Cc1ccc2c(Cl)cc(Cl)c(O)c2n1. The result is 0 (unstable in rat liver microsomes). (4) The molecule is CN(C)CCNC(=O)c1nc(-c2ccccc2)cc2[nH]ccc12. The result is 1 (stable in rat liver microsomes). (5) The molecule is CS(=O)(=O)N1CCN(C(=O)c2cnc3ccc(Cl)cc3c2N2CCC(C#N)(c3ccccc3)CC2)CC1. The result is 1 (stable in rat liver microsomes). (6) The drug is O=S(=O)(c1ccc2c(c1)OCCO2)N1CCC(c2nc(O)c3nnn(Cc4c(F)cccc4Cl)c3n2)CC1. The result is 1 (stable in rat liver microsomes). (7) The drug is Cn1c(C#N)ccc1-c1cc2c(cc1F)NC(=O)C2(C)C. The result is 1 (stable in rat liver microsomes). (8) The molecule is O=C(Nc1ncc(Cc2ccc(C(F)(F)F)cc2)s1)c1ccc(-c2cccnc2)o1. The result is 0 (unstable in rat liver microsomes). (9) The compound is Cc1cnc2c(C(F)(F)F)cccc2c1-c1cccc(-c2ccc(S(C)(=O)=O)cc2)c1. The result is 0 (unstable in rat liver microsomes).